This data is from Full USPTO retrosynthesis dataset with 1.9M reactions from patents (1976-2016). The task is: Predict the reactants needed to synthesize the given product. (1) The reactants are: Cl.[Cl:2][C:3]1[CH:4]=[C:5]([NH:9][C:10]2[C:15]([NH:16][NH2:17])=[N:14][C:13]3=[N:18][O:19][N:20]=[C:12]3[N:11]=2)[CH:6]=[CH:7][CH:8]=1.[C:21]1([C:27]2[O:31][C:30]([CH:32]=O)=[CH:29][CH:28]=2)[CH:26]=[CH:25][CH:24]=[CH:23][CH:22]=1. Given the product [Cl:2][C:3]1[CH:4]=[C:5]([NH:9][C:10]2[C:15]([NH:16][N:17]=[CH:32][C:30]3[O:31][C:27]([C:21]4[CH:22]=[CH:23][CH:24]=[CH:25][CH:26]=4)=[CH:28][CH:29]=3)=[N:14][C:13]3=[N:18][O:19][N:20]=[C:12]3[N:11]=2)[CH:6]=[CH:7][CH:8]=1, predict the reactants needed to synthesize it. (2) Given the product [C:26]([C:23]1[CH:24]=[CH:25][C:13]([NH:12][C:10]([C:7]2[C:6]3[CH:28]=[C:2]([NH:1][S:30]([CH3:29])(=[O:32])=[O:31])[CH:3]=[CH:4][C:5]=3[O:9][N:8]=2)=[O:11])=[C:14]([CH:22]=1)[C:15]([OH:17])=[O:16])#[N:27], predict the reactants needed to synthesize it. The reactants are: [NH2:1][C:2]1[CH:3]=[CH:4][C:5]2[O:9][N:8]=[C:7]([C:10]([NH:12][C:13]3[CH:25]=[CH:24][C:23]([C:26]#[N:27])=[CH:22][C:14]=3[C:15]([O:17]C(C)(C)C)=[O:16])=[O:11])[C:6]=2[CH:28]=1.[CH3:29][S:30](Cl)(=[O:32])=[O:31]. (3) Given the product [ClH:8].[NH2:46][C:9]1[C:18]2[C:13](=[CH:14][CH:15]=[C:16]([CH2:19][N:20]3[CH2:24][CH2:23][C@H:22]([NH:25][S:26]([C:29]4[CH:38]=[CH:37][C:36]5[C:31](=[CH:32][C:33]([O:39][CH3:40])=[CH:34][CH:35]=5)[CH:30]=4)(=[O:28])=[O:27])[C:21]3=[O:41])[CH:17]=2)[CH:12]=[CH:11][N:10]=1, predict the reactants needed to synthesize it. The reactants are: C1(O)C=CC=CC=1.[Cl:8][C:9]1[C:18]2[C:13](=[CH:14][CH:15]=[C:16]([CH2:19][N:20]3[CH2:24][CH2:23][C@H:22]([NH:25][S:26]([C:29]4[CH:38]=[CH:37][C:36]5[C:31](=[CH:32][C:33]([O:39][CH3:40])=[CH:34][CH:35]=5)[CH:30]=4)(=[O:28])=[O:27])[C:21]3=[O:41])[CH:17]=2)[CH:12]=[CH:11][N:10]=1.C([O-])(=O)C.[NH4+:46]. (4) Given the product [OH:14][CH:12]([CH3:13])[CH2:11][N:8]1[C:9]2[CH:10]=[C:2]([OH:19])[CH:3]=[C:4]3[C:5]=2[C:6]([CH2:15][CH2:16][CH2:17]3)=[N:7]1, predict the reactants needed to synthesize it. The reactants are: N[C:2]1[CH:3]=[C:4]2[CH2:17][CH2:16][CH2:15][C:6]3=[N:7][N:8]([CH2:11][CH:12]([OH:14])[CH3:13])[C:9]([CH:10]=1)=[C:5]23.N([O-])=[O:19].[Na+].C([O-])(O)=O.[Na+].